Task: Regression. Given a peptide amino acid sequence and an MHC pseudo amino acid sequence, predict their binding affinity value. This is MHC class I binding data.. Dataset: Peptide-MHC class I binding affinity with 185,985 pairs from IEDB/IMGT (1) The peptide sequence is AMEKSSKYY. The MHC is HLA-A01:01 with pseudo-sequence HLA-A01:01. The binding affinity (normalized) is 0.0521. (2) The peptide sequence is YFIFVRAIL. The MHC is HLA-A24:03 with pseudo-sequence HLA-A24:03. The binding affinity (normalized) is 0.666.